From a dataset of Full USPTO retrosynthesis dataset with 1.9M reactions from patents (1976-2016). Predict the reactants needed to synthesize the given product. (1) Given the product [NH2:1][C:2]1[CH:9]=[C:8]([NH:16][CH:13]2[CH2:14][CH2:15][O:11][CH2:12]2)[C:5]([C:6]#[N:7])=[CH:4][N:3]=1, predict the reactants needed to synthesize it. The reactants are: [NH2:1][C:2]1[CH:9]=[C:8](F)[C:5]([C:6]#[N:7])=[CH:4][N:3]=1.[O:11]1[CH2:15][CH2:14][CH:13]([NH2:16])[CH2:12]1. (2) Given the product [N+:14]([C:11]1[CH:12]=[CH:13][C:8]2[NH:7][C:3](=[O:4])[CH2:2][O:17][C:9]=2[CH:10]=1)([O-:16])=[O:15], predict the reactants needed to synthesize it. The reactants are: Br[CH2:2][C:3](OC)=[O:4].[NH2:7][C:8]1[CH:13]=[CH:12][C:11]([N+:14]([O-:16])=[O:15])=[CH:10][C:9]=1[OH:17].C([O-])([O-])=O.[K+].[K+]. (3) The reactants are: [NH2:1][C@@H:2]1[CH2:7][CH2:6][CH2:5][N:4]([C:8]([O:10][C:11]([CH3:14])([CH3:13])[CH3:12])=[O:9])[CH2:3]1.[CH3:15][C:16]1[N:17]=[C:18]2[N:22]([C:23]=1[C:24](O)=[O:25])[CH:21]=[CH:20][S:19]2.C1CN([P+](ON2N=NC3C=CC=CC2=3)(N2CCCC2)N2CCCC2)CC1.F[P-](F)(F)(F)(F)F.CCN(C(C)C)C(C)C. Given the product [C:11]([O:10][C:8]([N:4]1[CH2:5][CH2:6][CH2:7][C@@H:2]([NH:1][C:24]([C:23]2[N:22]3[C:18]([S:19][CH:20]=[CH:21]3)=[N:17][C:16]=2[CH3:15])=[O:25])[CH2:3]1)=[O:9])([CH3:14])([CH3:13])[CH3:12], predict the reactants needed to synthesize it. (4) Given the product [CH2:6]([N:13]([CH2:14][CH3:15])[C:3](=[O:4])[CH2:2][N:24]([C:19]1[CH:20]=[CH:21][CH:22]=[CH:23][C:18]=1[O:17][CH3:16])[S:25]([C:28]1[C:29]([CH3:34])=[CH:30][CH:31]=[CH:32][CH:33]=1)(=[O:27])=[O:26])[C:7]1[CH:12]=[CH:11][CH:10]=[CH:9][CH:8]=1, predict the reactants needed to synthesize it. The reactants are: Br[CH2:2][C:3](Br)=[O:4].[CH2:6]([NH:13][CH2:14][CH3:15])[C:7]1[CH:12]=[CH:11][CH:10]=[CH:9][CH:8]=1.[CH3:16][O:17][C:18]1[CH:23]=[CH:22][CH:21]=[CH:20][C:19]=1[NH:24][S:25]([C:28]1[CH:33]=[CH:32][CH:31]=[CH:30][C:29]=1[CH3:34])(=[O:27])=[O:26]. (5) Given the product [C:1]([O:5][C:6]([N:8]1[CH2:12][CH2:11][CH2:10][C:9]1([CH2:31][CH2:32][CH2:33][CH3:34])[C:13](=[O:14])[C:15]1[CH:20]=[CH:19][C:18]([N:21]([Si:26]([CH3:27])([CH3:29])[CH3:28])[Si:22]([CH3:25])([CH3:24])[CH3:23])=[C:17]([Cl:30])[CH:16]=1)=[O:7])([CH3:4])([CH3:3])[CH3:2], predict the reactants needed to synthesize it. The reactants are: [C:1]([O:5][C:6]([N:8]1[CH2:12][CH2:11][CH2:10][C:9]1([CH2:31][CH2:32][CH2:33][CH3:34])[CH:13]([C:15]1[CH:20]=[CH:19][C:18]([N:21]([Si:26]([CH3:29])([CH3:28])[CH3:27])[Si:22]([CH3:25])([CH3:24])[CH3:23])=[C:17]([Cl:30])[CH:16]=1)[OH:14])=[O:7])([CH3:4])([CH3:3])[CH3:2]. (6) Given the product [CH3:17][O:16][CH2:15][CH2:14][CH2:4][N:2]1[CH2:1][CH2:9][NH:8][CH2:11][CH2:3]1, predict the reactants needed to synthesize it. The reactants are: [CH3:1][N:2]([CH:4]=O)[CH3:3].C([N:8]([CH2:11]C)[CH2:9]C)C.C1[CH2:17][O:16][CH2:15][CH2:14]1.